Dataset: Reaction yield outcomes from USPTO patents with 853,638 reactions. Task: Predict the reaction yield, written as a fraction of the theoretical maximum amount of product (1.0 means a 100% yield; for example, 0.34 means a 34% yield). (1) The reactants are [NH:1]1[CH:5]=[C:4]([C:6]2[C:7]([C:12]3[CH:17]=[CH:16][CH:15]=[CH:14][CH:13]=3)=[N:8][O:9][C:10]=2[CH3:11])[N:3]=[CH:2]1.[N+:18]([C:21]1[CH:22]=[C:23](B(O)O)[CH:24]=[CH:25][CH:26]=1)([O-:20])=[O:19]. No catalyst specified. The product is [CH3:11][C:10]1[O:9][N:8]=[C:7]([C:12]2[CH:13]=[CH:14][CH:15]=[CH:16][CH:17]=2)[C:6]=1[C:4]1[N:3]=[CH:2][N:1]([C:25]2[CH:24]=[CH:23][CH:22]=[C:21]([N+:18]([O-:20])=[O:19])[CH:26]=2)[CH:5]=1. The yield is 0.730. (2) The reactants are Br[C:2]1[CH:25]=[CH:24][C:5]([C:6]([NH:8][C:9]2[CH:14]=[C:13]([N:15]3[CH2:20][CH2:19][O:18][CH2:17][CH2:16]3)[N:12]3[N:21]=[CH:22][CH:23]=[C:11]3[N:10]=2)=[O:7])=[CH:4][CH:3]=1.N1C=CC=C[CH:27]=1.[F:32][C:33]([F:45])([F:44])[O:34]C1C=CC(C(Cl)=O)=CC=1. No catalyst specified. The product is [CH3:27][C:22]1[CH:23]=[C:11]2[N:10]=[C:9]([NH:8][C:6](=[O:7])[C:5]3[CH:24]=[CH:25][C:2]([O:34][C:33]([F:45])([F:44])[F:32])=[CH:3][CH:4]=3)[CH:14]=[C:13]([N:15]3[CH2:20][CH2:19][O:18][CH2:17][CH2:16]3)[N:12]2[N:21]=1. The yield is 0.410. (3) The yield is 0.830. The catalyst is [Pd]. The reactants are [CH3:1][CH:2]([CH3:31])[CH2:3][CH2:4][NH:5][C:6]([C:8]1[N:9]=[N:10][C:11]([N:14]2[CH2:19][CH2:18][N:17]([C:20](=[O:30])[C:21]3[CH:26]=[CH:25][CH:24]=[CH:23][C:22]=3[N+:27]([O-])=O)[CH2:16][CH2:15]2)=[CH:12][CH:13]=1)=[O:7]. The product is [CH3:1][CH:2]([CH3:31])[CH2:3][CH2:4][NH:5][C:6]([C:8]1[N:9]=[N:10][C:11]([N:14]2[CH2:15][CH2:16][N:17]([C:20](=[O:30])[C:21]3[CH:26]=[CH:25][CH:24]=[CH:23][C:22]=3[NH2:27])[CH2:18][CH2:19]2)=[CH:12][CH:13]=1)=[O:7]. (4) The reactants are [Cl:1][C:2]1[N:7]=[C:6]([C:8]2[S:12][C:11]([N:13]3[CH2:18][CH2:17][NH:16][CH2:15][CH2:14]3)=[N:10][C:9]=2[C:19]2[C:20]([F:37])=[C:21]([NH:25][S:26]([C:29]3[C:34]([F:35])=[CH:33][CH:32]=[CH:31][C:30]=3[F:36])(=[O:28])=[O:27])[CH:22]=[CH:23][CH:24]=2)[CH:5]=[CH:4][N:3]=1.[CH3:38][S:39](Cl)(=[O:41])=[O:40]. The catalyst is C(Cl)Cl. The product is [Cl:1][C:2]1[N:7]=[C:6]([C:8]2[S:12][C:11]([N:13]3[CH2:18][CH2:17][N:16]([S:39]([CH3:38])(=[O:41])=[O:40])[CH2:15][CH2:14]3)=[N:10][C:9]=2[C:19]2[C:20]([F:37])=[C:21]([NH:25][S:26]([C:29]3[C:30]([F:36])=[CH:31][CH:32]=[CH:33][C:34]=3[F:35])(=[O:28])=[O:27])[CH:22]=[CH:23][CH:24]=2)[CH:5]=[CH:4][N:3]=1. The yield is 0.960. (5) The product is [CH3:9][O:10][C:11](=[O:40])/[C:12](/[NH:13][C:14](=[O:33])[C:15]1[CH:20]=[CH:19][C:18]([C:21]([NH:23][CH2:24][C:25]2[CH:30]=[CH:29][CH:28]=[C:27]([OH:31])[CH:26]=2)=[O:22])=[CH:17][C:16]=1[Cl:32])=[CH:50]/[C:46]1[S:45][C:44]([CH:42]([CH3:41])[CH3:43])=[N:48][C:47]=1[CH3:49]. The catalyst is O1CCCC1. The yield is 0.620. The reactants are CN(C)C(N(C)C)=N.[CH3:9][O:10][C:11](=[O:40])[CH:12](P(OC)(OC)=O)[NH:13][C:14](=[O:33])[C:15]1[CH:20]=[CH:19][C:18]([C:21]([NH:23][CH2:24][C:25]2[CH:30]=[CH:29][CH:28]=[C:27]([OH:31])[CH:26]=2)=[O:22])=[CH:17][C:16]=1[Cl:32].[CH3:41][CH:42]([C:44]1[S:45][C:46]([CH:50]=O)=[C:47]([CH3:49])[N:48]=1)[CH3:43]. (6) The catalyst is C(Cl)(Cl)(Cl)Cl. The yield is 0.180. The product is [Br:28][CH2:1][C:2]1[CH:27]=[CH:26][C:5]2[N:6]3[C:23]([C:24]#[N:25])=[CH:22][CH:21]=[C:7]3[C:8]3([CH2:10][CH2:11][N:12]([C:15](=[O:20])[C:16]([F:17])([F:18])[F:19])[CH2:13][CH2:14]3)[O:9][C:4]=2[CH:3]=1. The reactants are [CH3:1][C:2]1[CH:27]=[CH:26][C:5]2[N:6]3[C:23]([C:24]#[N:25])=[CH:22][CH:21]=[C:7]3[C:8]3([CH2:14][CH2:13][N:12]([C:15](=[O:20])[C:16]([F:19])([F:18])[F:17])[CH2:11][CH2:10]3)[O:9][C:4]=2[CH:3]=1.[Br:28]N1C(=O)CCC1=O.C(C(N=NC(C)(C)C#N)(C)C)#N. (7) The reactants are I[C:2]1[C:10]2[C:5](=[N:6][CH:7]=[C:8]([NH:11][C:12](=[O:14])[CH3:13])[CH:9]=2)[N:4]([CH3:15])[N:3]=1.[F:16][C:17]1[CH:18]=[C:19](B(O)O)[CH:20]=[CH:21][C:22]=1[O:23][CH3:24].P([O-])([O-])([O-])=O.[K+].[K+].[K+].C1CCC(P(C2C(C3C=CC=CC=3)=CC=CC=2)C2CCCCC2)CC1. The catalyst is C([O-])(=O)C.[Pd+2].C([O-])(=O)C.O.C1(C)C=CC=CC=1. The product is [F:16][C:17]1[CH:18]=[C:19]([C:2]2[C:10]3[C:5](=[N:6][CH:7]=[C:8]([NH:11][C:12](=[O:14])[CH3:13])[CH:9]=3)[N:4]([CH3:15])[N:3]=2)[CH:20]=[CH:21][C:22]=1[O:23][CH3:24]. The yield is 0.760.